Dataset: Antibody developability classification from SAbDab with 2,409 antibodies. Task: Regression/Classification. Given an antibody's heavy chain and light chain sequences, predict its developability. TAP uses regression for 5 developability metrics; SAbDab uses binary classification. (1) The antibody is ['EVKLVESGGGLVQSGGSLRLSCATSGFTFTDYYMSWVRQPPGKALEWLAFIRNKAKGYTTEYSSSVKGRFTISRDNSQSFLYLQMNTLRAEDSATYYCARDINPGSDGYYDALDYWGQGTSVTVSR', 'DIVMTQSPSSLAVSAGEKVTMSCKSSQSLLNSRTRKNYLAWYQQKPGQSPKLLIYWASTRESGVPDRFTGSGSGTDFTLTISSVQAEDLAVYYCKQSYNLRTFGGGTKLELK']. Result: 1 (developable). (2) The antibody is ['EVQLVESGGGLVQPGGSLRLSCAASGYSFTGHWMNWVRQAPGKGLEWVGMIHPSDSETRYNQKFKDRFTISVDKSKNTLYLQMNSLRAEDTAVYYCARGIYFYGTTYFDYWGQGTLVTVSS', 'DIQMTQSPSSLSASVGDRVTITCRASKTISKYLAWYQQKPGKAPKLLIYSGSTLQSGVPSRFSGSGSGTDFTLTISSLQPEDFATYYCQQHNEYPLTFGQGTKVEIK']. Result: 0 (not developable). (3) The antibody is ['EVQLVESGGGLVQPGGSLRLSCAASGFNVSSSSIHWVRQAPGKGLEWVASISSYYGYTSYADSVKGRFTISADTSKNTAYLQMNSLRAEDTAVYYCARSYSWSYAIDYWGQGTLVTVSS', 'DIQMTQSPSSLSASVGDRVTITCRASQSVSSAVAWYQQKPGKAPKLLIYSASSLYSGVPSRFSGSGSGTDFTLTISSLQPEDFATYYCQQYFYWPITFGQGTKVEIK']. Result: 0 (not developable). (4) The antibody is ['QVQLQESGPGLVKPAETLSLTCSVSGESINTGHYYWGWVRQVPGKGLEWIGHIHYTTAVLHNPSLKSRLTIKIYTLRNQITLRLSNVTAADTAVYHCVRSGGDILYYYEWQKPHWFSPWGPGIHVTVSS', 'QSALTQPPSASGSLGQSVTISCNGTSSDIGGWNFVSWYQQFPGRAPRLIIFEVNKRPSGVPGRFSGSKSGNSASLTVSGLQSDDEGQYFCSSLFGRWDVVFGGGTKLTVL']. Result: 0 (not developable).